This data is from Forward reaction prediction with 1.9M reactions from USPTO patents (1976-2016). The task is: Predict the product of the given reaction. Given the reactants Cl.[Br:2][C:3]1[S:7][C:6]2=[N:8][C:9]([NH2:11])=[CH:10][N:5]2[CH:4]=1.[C:12]([O:16][C:17]([NH:19][C@H:20]([C:31]1[CH:36]=[CH:35][CH:34]=[CH:33][CH:32]=1)[C:21]([N:23]1[CH2:27][CH2:26][CH2:25][C@H:24]1[C:28](O)=[O:29])=[O:22])=[O:18])([CH3:15])([CH3:14])[CH3:13].CN(C(ON1N=NC2C=CC=NC1=2)=[N+](C)C)C.F[P-](F)(F)(F)(F)F, predict the reaction product. The product is: [C:12]([O:16][C:17](=[O:18])[NH:19][C@@H:20]([C:31]1[CH:32]=[CH:33][CH:34]=[CH:35][CH:36]=1)[C:21]([N:23]1[CH2:27][CH2:26][CH2:25][C@@H:24]1[C:28](=[O:29])[NH:11][C:9]1[N:8]=[C:6]2[N:5]([CH:10]=1)[CH:4]=[C:3]([Br:2])[S:7]2)=[O:22])([CH3:15])([CH3:13])[CH3:14].